From a dataset of Catalyst prediction with 721,799 reactions and 888 catalyst types from USPTO. Predict which catalyst facilitates the given reaction. (1) Reactant: [F:1][C:2]([F:39])([F:38])[C:3]1[CH:4]=[C:5]([CH:31]=[C:32]([C:34]([F:37])([F:36])[F:35])[CH:33]=1)[CH2:6][N:7]([CH2:14][C:15]1[CH:16]=[C:17]2[C:28]([CH3:29])=[N:27][N:26]([CH3:30])[C:18]2=[N:19][C:20]=1[NH:21][CH2:22][CH:23]1[CH2:25][CH2:24]1)[C:8]1[N:9]=[N:10][N:11]([CH3:13])[N:12]=1.C(N(CC)CC)C.[CH:47]1([C:50](Cl)=[O:51])[CH2:49][CH2:48]1. Product: [F:38][C:2]([F:1])([F:39])[C:3]1[CH:4]=[C:5]([CH:31]=[C:32]([C:34]([F:35])([F:36])[F:37])[CH:33]=1)[CH2:6][N:7]([CH2:14][C:15]1[CH:16]=[C:17]2[C:28]([CH3:29])=[N:27][N:26]([CH3:30])[C:18]2=[N:19][C:20]=1[N:21]([CH2:22][CH:23]1[CH2:24][CH2:25]1)[C:50]([CH:47]1[CH2:49][CH2:48]1)=[O:51])[C:8]1[N:9]=[N:10][N:11]([CH3:13])[N:12]=1. The catalyst class is: 56. (2) Reactant: [CH3:1][N:2]1[C:10]2[C:5](=[CH:6][C:7]([N+:11]([O-])=O)=[CH:8][CH:9]=2)[C:4]([CH3:14])=[N:3]1.NN.O. Product: [CH3:1][N:2]1[C:10]2[C:5](=[CH:6][C:7]([NH2:11])=[CH:8][CH:9]=2)[C:4]([CH3:14])=[N:3]1. The catalyst class is: 29. (3) Reactant: [C:1]1([CH:7]2[O:12][CH2:11][CH:10]([CH2:13][OH:14])[CH2:9][O:8]2)[CH:6]=[CH:5][CH:4]=[CH:3][CH:2]=1.[Cr](Cl)([O-])(=O)=O.[NH+]1C=CC=CC=1. Product: [C:1]1([CH:7]2[O:12][CH2:11][CH:10]([CH:13]=[O:14])[CH2:9][O:8]2)[CH:2]=[CH:3][CH:4]=[CH:5][CH:6]=1. The catalyst class is: 4. (4) Reactant: [CH:1]([C:4]1[NH:5][C:6]([C:24]2[CH:29]=[CH:28][CH:27]=[C:26]([CH3:30])[N:25]=2)=[C:7]([C:9]2[CH:14]=[CH:13][CH:12]=[C:11](B3OC(C)(C)C(C)(C)O3)[CH:10]=2)[N:8]=1)([CH3:3])[CH3:2].Br[C:32]1[CH:37]=[CH:36][C:35]([S:38]([NH2:41])(=[O:40])=[O:39])=[CH:34][C:33]=1[F:42]. Product: [F:42][C:33]1[CH:34]=[C:35]([S:38]([NH2:41])(=[O:39])=[O:40])[CH:36]=[CH:37][C:32]=1[C:11]1[CH:12]=[CH:13][CH:14]=[C:9]([C:7]2[N:8]=[C:4]([CH:1]([CH3:2])[CH3:3])[NH:5][C:6]=2[C:24]2[CH:29]=[CH:28][CH:27]=[C:26]([CH3:30])[N:25]=2)[CH:10]=1. The catalyst class is: 843. (5) Reactant: [Cl:1][C:2]1[CH:7]=[CH:6][C:5]([N:8]2[C:12]([C:13]([F:16])([F:15])[F:14])=[C:11]([C:17]([O:19]CC)=[O:18])[N:10]=[CH:9]2)=[CH:4][CH:3]=1.[OH-].[Na+]. Product: [Cl:1][C:2]1[CH:3]=[CH:4][C:5]([N:8]2[C:12]([C:13]([F:16])([F:14])[F:15])=[C:11]([C:17]([OH:19])=[O:18])[N:10]=[CH:9]2)=[CH:6][CH:7]=1. The catalyst class is: 88. (6) Reactant: C(OC([O:8][C:9]1[C:18]2[NH:17][C:16](=[O:19])[CH2:15][O:14][C:13]=2[C:12]([CH2:20][CH2:21][N:22]([CH2:30][CH2:31][N:32]([CH:53]2[CH2:58][CH2:57][CH2:56][CH2:55][CH2:54]2)[C:33](=[O:52])[CH2:34][CH2:35][O:36][CH2:37][CH2:38][C:39]2[CH:44]=[CH:43][CH:42]=[C:41]([C:45]3[N:46]=[N:47][N:48]([CH2:50][CH3:51])[CH:49]=3)[CH:40]=2)C(=O)OC(C)(C)C)=[CH:11][CH:10]=1)=O)(C)(C)C.[C:59]([OH:65])([C:61]([F:64])([F:63])[F:62])=[O:60]. Product: [F:62][C:61]([F:64])([F:63])[C:59]([OH:65])=[O:60].[CH:53]1([N:32]([CH2:31][CH2:30][NH:22][CH2:21][CH2:20][C:12]2[C:13]3[O:14][CH2:15][C:16](=[O:19])[NH:17][C:18]=3[C:9]([OH:8])=[CH:10][CH:11]=2)[C:33](=[O:52])[CH2:34][CH2:35][O:36][CH2:37][CH2:38][C:39]2[CH:44]=[CH:43][CH:42]=[C:41]([C:45]3[N:46]=[N:47][N:48]([CH2:50][CH3:51])[CH:49]=3)[CH:40]=2)[CH2:58][CH2:57][CH2:56][CH2:55][CH2:54]1. The catalyst class is: 2. (7) Reactant: Br[C:2]1[CH:3]=[CH:4][C:5]2[N:6]([C:8]([C:29]3[CH:34]=[CH:33][CH:32]=[CH:31][CH:30]=3)=[C:9]([C:11]3[CH:16]=[CH:15][C:14]([C:17]4([NH:21][C:22](=[O:28])[O:23][C:24]([CH3:27])([CH3:26])[CH3:25])[CH2:20][CH2:19][CH2:18]4)=[CH:13][CH:12]=3)[N:10]=2)[CH:7]=1.[NH:35]1[CH:39]=[CH:38][CH:37]=[N:36]1.C(=O)([O-])[O-].[K+].[K+].N1C2C(=CC=CC=2O)C=CC=1. Product: [C:29]1([C:8]2[N:6]3[CH:7]=[C:2]([N:35]4[CH:39]=[CH:38][CH:37]=[N:36]4)[CH:3]=[CH:4][C:5]3=[N:10][C:9]=2[C:11]2[CH:12]=[CH:13][C:14]([C:17]3([NH:21][C:22](=[O:28])[O:23][C:24]([CH3:25])([CH3:26])[CH3:27])[CH2:18][CH2:19][CH2:20]3)=[CH:15][CH:16]=2)[CH:30]=[CH:31][CH:32]=[CH:33][CH:34]=1. The catalyst class is: 156. (8) Reactant: [CH3:1][S:2](Cl)(=[O:4])=[O:3].C(N(CC)CC)C.[C:13]([O:17][C:18]([NH:20][CH2:21][CH2:22][CH2:23][C@H:24]([NH:27][C:28](=[O:34])[O:29][C:30]([CH3:33])([CH3:32])[CH3:31])[CH2:25][OH:26])=[O:19])([CH3:16])([CH3:15])[CH3:14]. Product: [CH3:1][S:2]([O:26][CH2:25][C@@H:24]([NH:27][C:28]([O:29][C:30]([CH3:33])([CH3:32])[CH3:31])=[O:34])[CH2:23][CH2:22][CH2:21][NH:20][C:18]([O:17][C:13]([CH3:15])([CH3:16])[CH3:14])=[O:19])(=[O:4])=[O:3]. The catalyst class is: 4. (9) Reactant: [C:1]([O:5][C:6]([N:8]1[CH2:13][CH2:12][C:11](=O)[CH2:10][CH2:9]1)=[O:7])([CH3:4])([CH3:3])[CH3:2].[C:15]([OH:21])(=[O:20])[CH2:16]C(O)=O.C([O-])(=O)C.[NH4+:26]. Product: [C:1]([O:5][C:6]([N:8]1[CH2:13][CH2:12][C:11]([NH2:26])([CH2:16][C:15]([OH:21])=[O:20])[CH2:10][CH2:9]1)=[O:7])([CH3:4])([CH3:3])[CH3:2]. The catalyst class is: 114.